From a dataset of Peptide-MHC class I binding affinity with 185,985 pairs from IEDB/IMGT. Regression. Given a peptide amino acid sequence and an MHC pseudo amino acid sequence, predict their binding affinity value. This is MHC class I binding data. (1) The peptide sequence is FTARIIIFS. The MHC is HLA-B40:01 with pseudo-sequence HLA-B40:01. The binding affinity (normalized) is 0.213. (2) The peptide sequence is KGFFRVFKK. The MHC is HLA-B18:01 with pseudo-sequence HLA-B18:01. The binding affinity (normalized) is 0.0847. (3) The peptide sequence is QYSGFVRTL. The MHC is HLA-A02:03 with pseudo-sequence HLA-A02:03. The binding affinity (normalized) is 0.0847. (4) The peptide sequence is ISTDKESI. The binding affinity (normalized) is 0. The MHC is Mamu-A01 with pseudo-sequence Mamu-A01. (5) The peptide sequence is NTILLSDKGK. The MHC is HLA-A11:01 with pseudo-sequence HLA-A11:01. The binding affinity (normalized) is 0.515.